Dataset: Full USPTO retrosynthesis dataset with 1.9M reactions from patents (1976-2016). Task: Predict the reactants needed to synthesize the given product. (1) Given the product [F:15][C:11]1[C:10]([O:16][CH2:17][C:18]2[CH:23]=[CH:22][CH:21]=[CH:20][CH:19]=2)=[C:9]([C:5]2[N:4]([CH2:24][CH2:25][C:26]3[CH:31]=[CH:30][CH:29]=[CH:28][CH:27]=3)[C:3](=[O:32])[C:2]([C:34]3[S:38][C:37]([C:39]4[N:40]=[C:41]([CH3:44])[S:42][CH:43]=4)=[CH:36][CH:35]=3)=[C:7]([CH3:8])[N:6]=2)[CH:14]=[CH:13][CH:12]=1, predict the reactants needed to synthesize it. The reactants are: Br[C:2]1[C:3](=[O:32])[N:4]([CH2:24][CH2:25][C:26]2[CH:31]=[CH:30][CH:29]=[CH:28][CH:27]=2)[C:5]([C:9]2[CH:14]=[CH:13][CH:12]=[C:11]([F:15])[C:10]=2[O:16][CH2:17][C:18]2[CH:23]=[CH:22][CH:21]=[CH:20][CH:19]=2)=[N:6][C:7]=1[CH3:8].Br[C:34]1[S:38][C:37]([C:39]2[N:40]=[C:41]([CH3:44])[S:42][CH:43]=2)=[CH:36][CH:35]=1.C[Sn](C)(C)[Sn](C)(C)C. (2) Given the product [OH:8][C:9]1[CH:10]=[C:11]([CH:20]([OH:36])[CH2:21][NH:22][C:23]([CH3:34])([CH3:35])[CH2:24][C:25]2[CH:26]=[CH:27][C:28]([CH:31]([CH3:32])[CH3:33])=[CH:29][CH:30]=2)[C:12]2[O:17][CH2:16][C:15](=[O:18])[NH:14][C:13]=2[CH:19]=1, predict the reactants needed to synthesize it. The reactants are: C([O:8][C:9]1[CH:10]=[C:11]([CH:20]([OH:36])[CH2:21][NH:22][C:23]([CH3:35])([CH3:34])[CH2:24][C:25]2[CH:30]=[CH:29][C:28]([CH:31]([CH3:33])[CH3:32])=[CH:27][CH:26]=2)[C:12]2[O:17][CH2:16][C:15](=[O:18])[NH:14][C:13]=2[CH:19]=1)C1C=CC=CC=1. (3) Given the product [OH:31][C@H:30]([C:29]1[C:21]([CH3:20])=[C:22]2[C:26](=[CH:27][CH:28]=1)[C:25](=[O:33])[O:24][CH2:23]2)[CH2:32][N:17]1[CH2:18][CH2:19][C:12]2([CH2:11][N:10]([C:3]3[C:2]([CH3:1])=[CH:9][C:6]([C:7]#[N:8])=[CH:5][N:4]=3)[CH2:14][CH2:13]2)[CH2:15][CH2:16]1, predict the reactants needed to synthesize it. The reactants are: [CH3:1][C:2]1[C:3]([N:10]2[CH2:14][CH2:13][C:12]3([CH2:19][CH2:18][NH:17][CH2:16][CH2:15]3)[CH2:11]2)=[N:4][CH:5]=[C:6]([CH:9]=1)[C:7]#[N:8].[CH3:20][C:21]1[C:29]([C@@H:30]2[CH2:32][O:31]2)=[CH:28][CH:27]=[C:26]2[C:22]=1[CH2:23][O:24][C:25]2=[O:33]. (4) Given the product [O:15]1[CH2:16][CH2:17][N:12]([C:4]2[C:5]3[S:10][CH:9]=[CH:8][C:6]=3[N:7]=[C:2]([C:22]3[CH:21]=[N:20][C:19]([NH2:18])=[N:24][CH:23]=3)[N:3]=2)[CH2:13][CH2:14]1, predict the reactants needed to synthesize it. The reactants are: Cl[C:2]1[N:3]=[C:4]([N:12]2[CH2:17][CH2:16][O:15][CH2:14][CH2:13]2)[C:5]2[S:10][C:9](I)=[CH:8][C:6]=2[N:7]=1.[NH2:18][C:19]1[N:24]=[CH:23][C:22](B2OC(C)(C)C(C)(C)O2)=[CH:21][N:20]=1. (5) Given the product [OH:3][CH2:4][CH2:5][CH2:6][N:7]1[C:15]2[C:10](=[CH:11][CH:12]=[CH:13][CH:14]=2)[CH:9]=[C:8]1[C:16]([O:18][CH2:19][CH3:20])=[O:17], predict the reactants needed to synthesize it. The reactants are: C([O:3][C:4](=O)[CH2:5][CH2:6][N:7]1[C:15]2[C:10](=[CH:11][CH:12]=[CH:13][CH:14]=2)[CH:9]=[C:8]1[C:16]([O:18][CH2:19][CH3:20])=[O:17])C. (6) Given the product [CH:26]([C:6]1[CH:5]=[C:4]([C:16]([CH3:22])([CH3:23])[C:17]([O:19][CH2:20][CH3:21])=[O:18])[CH:3]=[C:2]([F:1])[C:7]=1[F:8])=[CH2:27], predict the reactants needed to synthesize it. The reactants are: [F:1][C:2]1[CH:3]=[C:4]([C:16]([CH3:23])([CH3:22])[C:17]([O:19][CH2:20][CH3:21])=[O:18])[CH:5]=[C:6](OC(=O)C(F)(F)F)[C:7]=1[F:8].[Cl-].[Li+].[CH:26]([Sn](CCCC)(CCCC)CCCC)=[CH2:27].[F-].[K+]. (7) Given the product [Cl:1][C:2]1[CH:3]=[C:4]([NH:9][C:10]([NH:17][C:16]2[CH:18]=[CH:19][C:13]([Cl:12])=[C:14]([N+:20]([O-:22])=[O:21])[CH:15]=2)=[O:11])[CH:5]=[CH:6][C:7]=1[CH3:8], predict the reactants needed to synthesize it. The reactants are: [Cl:1][C:2]1[CH:3]=[C:4]([N:9]=[C:10]=[O:11])[CH:5]=[CH:6][C:7]=1[CH3:8].[Cl:12][C:13]1[CH:19]=[CH:18][C:16]([NH2:17])=[CH:15][C:14]=1[N+:20]([O-:22])=[O:21]. (8) Given the product [F:43][C:2]1[O:11][CH2:10][C:9]2[CH:8]([N:12]([CH3:14])[CH3:13])[CH2:7][C:6]3=[CH:15][N:16]([Si:18]([CH:25]([CH3:27])[CH3:26])([CH:22]([CH3:24])[CH3:23])[CH:19]([CH3:21])[CH3:20])[CH:17]=[C:4]([C:5]=23)[CH:3]=1, predict the reactants needed to synthesize it. The reactants are: Br[C:2]1[O:11][CH2:10][C:9]2[CH:8]([N:12]([CH3:14])[CH3:13])[CH2:7][C:6]3=[CH:15][N:16]([Si:18]([CH:25]([CH3:27])[CH3:26])([CH:22]([CH3:24])[CH3:23])[CH:19]([CH3:21])[CH3:20])[CH:17]=[C:4]([C:5]=23)[CH:3]=1.[Li]CCCC.C1C=CC(S(N(S(C2C=CC=CC=2)(=O)=O)[F:43])(=O)=O)=CC=1.